Task: Predict the product of the given reaction.. Dataset: Forward reaction prediction with 1.9M reactions from USPTO patents (1976-2016) (1) Given the reactants [CH2:1]([O:5][C:6]1[N:14]=[C:13]2[C:9]([NH:10][CH:11]=[N:12]2)=[C:8]([NH2:15])[N:7]=1)[CH2:2][CH2:3][CH3:4].C(=O)([O-])[O-].[K+].[K+].[Cl:22][C:23]1[CH:28]=[CH:27][C:26]([CH2:29]Cl)=[CH:25][N:24]=1, predict the reaction product. The product is: [CH2:1]([O:5][C:6]1[N:14]=[C:13]2[C:9]([N:10]=[CH:11][N:12]2[CH2:29][C:26]2[CH:25]=[N:24][C:23]([Cl:22])=[CH:28][CH:27]=2)=[C:8]([NH2:15])[N:7]=1)[CH2:2][CH2:3][CH3:4]. (2) Given the reactants [N:1]1([C:7]2[CH:8]=[CH:9][C:10]3[N:11]([C:13]([C:16]([F:19])([F:18])[F:17])=[N:14][N:15]=3)[N:12]=2)[CH2:6][CH2:5][NH:4][CH2:3][CH2:2]1.[C:20]1([CH:30]=O)[C:29]2[C:24](=[CH:25][CH:26]=[CH:27][CH:28]=2)[CH:23]=[CH:22][CH:21]=1, predict the reaction product. The product is: [C:20]1([CH2:30][N:4]2[CH2:3][CH2:2][N:1]([C:7]3[CH:8]=[CH:9][C:10]4[N:11]([C:13]([C:16]([F:17])([F:18])[F:19])=[N:14][N:15]=4)[N:12]=3)[CH2:6][CH2:5]2)[C:29]2[C:24](=[CH:25][CH:26]=[CH:27][CH:28]=2)[CH:23]=[CH:22][CH:21]=1. (3) Given the reactants [Br:1][C:2]1[NH:10][C:9]2[C:8](=[O:11])[NH:7][C:6](=[O:12])[N:5]([CH3:13])[C:4]=2[N:3]=1.C(N(C(C)C)CC)(C)C.Br[CH2:24][C:25]#[C:26][CH3:27].[I-].[K+], predict the reaction product. The product is: [CH3:13][N:5]1[C:4]2[N:3]=[C:2]([Br:1])[N:10]([CH2:24][C:25]#[C:26][CH3:27])[C:9]=2[C:8](=[O:11])[NH:7][C:6]1=[O:12]. (4) Given the reactants [O:1]1[CH2:5][CH2:4][O:3][CH:2]1[C:6]1[S:10][C:9]([C:11]2[CH:12]=[C:13]3[C:17](=[CH:18][CH:19]=2)[C:16](=[O:20])[NH:15][CH2:14]3)=[CH:8][CH:7]=1.[H-].[Na+].[CH2:23](I)[CH3:24], predict the reaction product. The product is: [O:3]1[CH2:4][CH2:5][O:1][CH:2]1[C:6]1[S:10][C:9]([C:11]2[CH:12]=[C:13]3[C:17](=[CH:18][CH:19]=2)[C:16](=[O:20])[N:15]([CH2:23][CH3:24])[CH2:14]3)=[CH:8][CH:7]=1.